This data is from Full USPTO retrosynthesis dataset with 1.9M reactions from patents (1976-2016). The task is: Predict the reactants needed to synthesize the given product. Given the product [CH3:29][O:30][CH2:31][CH2:32][NH:33][C:11]([C:9]1[CH:8]=[CH:7][C:6]2[N:2]([CH3:1])[C:3]([NH:14][C:15]3[S:16][C:17]4[CH:23]=[CH:22][C:21]([O:24][C:25]([F:27])([F:28])[F:26])=[CH:20][C:18]=4[N:19]=3)=[N:4][C:5]=2[CH:10]=1)=[O:13], predict the reactants needed to synthesize it. The reactants are: [CH3:1][N:2]1[C:6]2[CH:7]=[CH:8][C:9]([C:11]([OH:13])=O)=[CH:10][C:5]=2[N:4]=[C:3]1[NH:14][C:15]1[S:16][C:17]2[CH:23]=[CH:22][C:21]([O:24][C:25]([F:28])([F:27])[F:26])=[CH:20][C:18]=2[N:19]=1.[CH3:29][O:30][CH2:31][CH2:32][NH2:33].CN(C(ON1N=NC2C=CC=CC1=2)=[N+](C)C)C.F[P-](F)(F)(F)(F)F.CCN(C(C)C)C(C)C.